Dataset: Peptide-MHC class II binding affinity with 134,281 pairs from IEDB. Task: Regression. Given a peptide amino acid sequence and an MHC pseudo amino acid sequence, predict their binding affinity value. This is MHC class II binding data. The peptide sequence is GYKVLVLNPSV. The MHC is DRB1_1501 with pseudo-sequence DRB1_1501. The binding affinity (normalized) is 0.553.